From a dataset of Catalyst prediction with 721,799 reactions and 888 catalyst types from USPTO. Predict which catalyst facilitates the given reaction. (1) Reactant: CS([C:5]1[N:10]=[C:9]([C:11]2([S:14]([CH3:17])(=[O:16])=[O:15])[CH2:13][CH2:12]2)[CH:8]=[CH:7][N:6]=1)(=O)=O.Cl.[NH2:19][C@H:20]([C:22]1[C:23](=[O:33])[NH:24][C:25]2[C:30]([CH:31]=1)=[CH:29][C:28]([Cl:32])=[CH:27][CH:26]=2)[CH3:21].CCN(C(C)C)C(C)C.O. Product: [Cl:32][C:28]1[CH:29]=[C:30]2[C:25](=[CH:26][CH:27]=1)[NH:24][C:23](=[O:33])[C:22]([C@@H:20]([NH:19][C:5]1[N:10]=[C:9]([C:11]3([S:14]([CH3:17])(=[O:16])=[O:15])[CH2:13][CH2:12]3)[CH:8]=[CH:7][N:6]=1)[CH3:21])=[CH:31]2. The catalyst class is: 3. (2) Reactant: [CH:1]1([N:9]2[CH:14]3[CH2:15][C:16](=[O:18])[CH2:17][CH:10]2[CH2:11][O:12][CH2:13]3)[CH2:8][CH2:7][CH2:6][CH2:5][CH2:4][CH:3]=[CH:2]1. Product: [CH:1]1([N:9]2[CH:14]3[CH2:15][C:16](=[O:18])[CH2:17][CH:10]2[CH2:11][O:12][CH2:13]3)[CH2:8][CH2:7][CH2:6][CH2:5][CH2:4][CH2:3][CH2:2]1. The catalyst class is: 256. (3) Reactant: [Cl:1][C:2]1[N:3]=[C:4](Cl)[C:5]2[CH2:10][CH2:9][CH2:8][C:6]=2[N:7]=1.[NH:12]1[C:20]2[C:15](=[C:16]([O:21][CH2:22][C:23]([O:25][CH2:26][CH3:27])=[O:24])[CH:17]=[CH:18][CH:19]=2)[CH2:14][CH2:13]1.CCN(C(C)C)C(C)C.C(OCC)(=O)C. Product: [Cl:1][C:2]1[N:3]=[C:4]([N:12]2[C:20]3[C:15](=[C:16]([O:21][CH2:22][C:23]([O:25][CH2:26][CH3:27])=[O:24])[CH:17]=[CH:18][CH:19]=3)[CH2:14][CH2:13]2)[C:5]2[CH2:10][CH2:9][CH2:8][C:6]=2[N:7]=1. The catalyst class is: 37.